From a dataset of TCR-epitope binding with 47,182 pairs between 192 epitopes and 23,139 TCRs. Binary Classification. Given a T-cell receptor sequence (or CDR3 region) and an epitope sequence, predict whether binding occurs between them. (1) The epitope is ALLADKFPV. The TCR CDR3 sequence is CASSQGLSTDTQYF. Result: 1 (the TCR binds to the epitope). (2) The epitope is GLCTLVAML. The TCR CDR3 sequence is CASSLGTGDEQYF. Result: 1 (the TCR binds to the epitope). (3) The epitope is HSKKKCDEL. The TCR CDR3 sequence is CAISGGVRSYNEQFF. Result: 1 (the TCR binds to the epitope). (4) Result: 0 (the TCR does not bind to the epitope). The TCR CDR3 sequence is CASSSPTSGGTDTQYF. The epitope is VTIAEILLI. (5) The TCR CDR3 sequence is CASSDIRTEVYNEQFF. The epitope is VTIAEILLI. Result: 0 (the TCR does not bind to the epitope). (6) The epitope is YYRRATRRIR. The TCR CDR3 sequence is CASSTFIGAEDIQYF. Result: 0 (the TCR does not bind to the epitope). (7) The epitope is PROT_97E67BCC. The TCR CDR3 sequence is CASRPTATNEKLFF. Result: 1 (the TCR binds to the epitope).